Task: Predict the reactants needed to synthesize the given product.. Dataset: Full USPTO retrosynthesis dataset with 1.9M reactions from patents (1976-2016) (1) Given the product [C:1]([C:3]1[CH:8]=[CH:7][C:6]([CH:9]2[N:14]3[N:15]=[C:16]([N:18]4[C:19](=[O:28])[C:20]5[C:25](=[CH:24][CH:23]=[CH:22][CH:21]=5)[C:26]4=[O:27])[N:17]=[C:13]3[N:12]([C:42]3[CH:41]=[CH:40][CH:39]=[C:38]([C:37]([F:48])([F:47])[F:36])[CH:43]=3)[C:11]([CH3:29])=[C:10]2[C:30]#[N:31])=[C:5]([S:32]([CH3:35])(=[O:34])=[O:33])[CH:4]=1)#[N:2], predict the reactants needed to synthesize it. The reactants are: [C:1]([C:3]1[CH:8]=[CH:7][C:6]([CH:9]2[N:14]3[N:15]=[C:16]([N:18]4[C:26](=[O:27])[C:25]5[C:20](=[CH:21][CH:22]=[CH:23][CH:24]=5)[C:19]4=[O:28])[N:17]=[C:13]3[NH:12][C:11]([CH3:29])=[C:10]2[C:30]#[N:31])=[C:5]([S:32]([CH3:35])(=[O:34])=[O:33])[CH:4]=1)#[N:2].[F:36][C:37]([F:48])([F:47])[C:38]1[CH:39]=[C:40](B(O)O)[CH:41]=[CH:42][CH:43]=1.C(N(CC)CC)C.N1C(C)=CC=CC=1C. (2) Given the product [I:1][C:2]1[C:3]2[C:11](=[O:12])[O:13][C:5](=[O:7])[C:4]=2[CH:8]=[CH:9][CH:10]=1, predict the reactants needed to synthesize it. The reactants are: [I:1][C:2]1[CH:10]=[CH:9][CH:8]=[C:4]([C:5]([OH:7])=O)[C:3]=1[C:11]([OH:13])=[O:12]. (3) Given the product [CH:24]1([C:22]2[CH:23]=[C:14]([C:13]#[C:12][C:9]3[CH:10]=[CH:11][C:6]([CH2:5][C:4]([OH:32])=[O:3])=[C:7]([F:31])[CH:8]=3)[CH:15]=[C:16]3[C:21]=2[O:20][C:19]([CH3:27])([CH3:28])[CH2:18][C:17]3([CH3:30])[CH3:29])[CH2:25][CH2:26]1, predict the reactants needed to synthesize it. The reactants are: C([O:3][C:4](=[O:32])[CH2:5][C:6]1[CH:11]=[CH:10][C:9]([C:12]#[C:13][C:14]2[CH:15]=[C:16]3[C:21](=[C:22]([CH:24]4[CH2:26][CH2:25]4)[CH:23]=2)[O:20][C:19]([CH3:28])([CH3:27])[CH2:18][C:17]3([CH3:30])[CH3:29])=[CH:8][C:7]=1[F:31])C.CO.[OH-].[Na+].O. (4) Given the product [CH3:28][N:29]1[CH2:30][CH2:31][N:32]([C:35]2[CH:41]=[CH:40][C:38]([NH:39][C:2]3[C:3]4[NH:18][N:17]=[CH:16][C:4]=4[N:5]=[C:6]([C:8]4[CH:13]=[CH:12][CH:11]=[C:10]([S:14][CH3:15])[CH:9]=4)[N:7]=3)=[CH:37][CH:36]=2)[CH2:33][CH2:34]1, predict the reactants needed to synthesize it. The reactants are: Cl[C:2]1[C:3]2[C:4](=[CH:16][N:17](CC3C=CC(OC)=CC=3)[N:18]=2)[N:5]=[C:6]([C:8]2[CH:13]=[CH:12][CH:11]=[C:10]([S:14][CH3:15])[CH:9]=2)[N:7]=1.[CH3:28][N:29]1[CH2:34][CH2:33][N:32]([C:35]2[CH:41]=[CH:40][C:38]([NH2:39])=[CH:37][CH:36]=2)[CH2:31][CH2:30]1.Cl. (5) The reactants are: CN(C)CCN(C)C.C(NC(C)C)(C)C.C([Li])CCC.CCCCCC.C(N(CC)[C:30](=[O:45])[C:31]1[CH:36]=[CH:35][CH:34]=[N:33][C:32]=1[NH:37][C:38]1[CH:39]=[N:40][CH:41]=[CH:42][C:43]=1[CH3:44])C. Given the product [N:33]1[C:32]2[NH:37][C:38]3[CH:39]=[N:40][CH:41]=[CH:42][C:43]=3[CH2:44][C:30](=[O:45])[C:31]=2[CH:36]=[CH:35][CH:34]=1, predict the reactants needed to synthesize it. (6) Given the product [CH3:1][O:2][C:3]1[CH:4]=[C:5]2[C:10](=[CH:11][C:12]=1[O:13][CH3:14])[N:9]=[CH:8][N:7]=[C:6]2[O:15][C:16]1[CH:22]=[CH:21][C:19]([NH:20][C:34]([NH:50][CH2:49][CH2:48][N:42]2[CH2:47][CH2:46][CH2:45][CH2:44][CH2:43]2)=[O:40])=[CH:18][CH:17]=1, predict the reactants needed to synthesize it. The reactants are: [CH3:1][O:2][C:3]1[CH:4]=[C:5]2[C:10](=[CH:11][C:12]=1[O:13][CH3:14])[N:9]=[CH:8][N:7]=[C:6]2[O:15][C:16]1[CH:22]=[CH:21][C:19]([NH2:20])=[CH:18][CH:17]=1.C(N(CC)CC)C.ClC(Cl)(O[C:34](=[O:40])OC(Cl)(Cl)Cl)Cl.[N:42]1([CH2:48][CH2:49][NH2:50])[CH2:47][CH2:46][CH2:45][CH2:44][CH2:43]1.